This data is from NCI-60 drug combinations with 297,098 pairs across 59 cell lines. The task is: Regression. Given two drug SMILES strings and cell line genomic features, predict the synergy score measuring deviation from expected non-interaction effect. (1) Drug 1: CC1=C2C(C(=O)C3(C(CC4C(C3C(C(C2(C)C)(CC1OC(=O)C(C(C5=CC=CC=C5)NC(=O)C6=CC=CC=C6)O)O)OC(=O)C7=CC=CC=C7)(CO4)OC(=O)C)O)C)OC(=O)C. Drug 2: N.N.Cl[Pt+2]Cl. Cell line: BT-549. Synergy scores: CSS=33.9, Synergy_ZIP=-12.2, Synergy_Bliss=-12.6, Synergy_Loewe=-8.28, Synergy_HSA=-6.81. (2) Drug 1: CN(CC1=CN=C2C(=N1)C(=NC(=N2)N)N)C3=CC=C(C=C3)C(=O)NC(CCC(=O)O)C(=O)O. Drug 2: CC1=C(C=C(C=C1)C(=O)NC2=CC(=CC(=C2)C(F)(F)F)N3C=C(N=C3)C)NC4=NC=CC(=N4)C5=CN=CC=C5. Cell line: HCC-2998. Synergy scores: CSS=15.8, Synergy_ZIP=-3.35, Synergy_Bliss=-0.363, Synergy_Loewe=-7.70, Synergy_HSA=-2.17. (3) Drug 1: CC1=C(N=C(N=C1N)C(CC(=O)N)NCC(C(=O)N)N)C(=O)NC(C(C2=CN=CN2)OC3C(C(C(C(O3)CO)O)O)OC4C(C(C(C(O4)CO)O)OC(=O)N)O)C(=O)NC(C)C(C(C)C(=O)NC(C(C)O)C(=O)NCCC5=NC(=CS5)C6=NC(=CS6)C(=O)NCCC[S+](C)C)O. Drug 2: C#CCC(CC1=CN=C2C(=N1)C(=NC(=N2)N)N)C3=CC=C(C=C3)C(=O)NC(CCC(=O)O)C(=O)O. Cell line: CCRF-CEM. Synergy scores: CSS=20.4, Synergy_ZIP=1.89, Synergy_Bliss=0.960, Synergy_Loewe=-2.82, Synergy_HSA=-2.99. (4) Drug 1: CC1=C(C=C(C=C1)NC2=NC=CC(=N2)N(C)C3=CC4=NN(C(=C4C=C3)C)C)S(=O)(=O)N.Cl. Drug 2: CC1=C2C(C(=O)C3(C(CC4C(C3C(C(C2(C)C)(CC1OC(=O)C(C(C5=CC=CC=C5)NC(=O)OC(C)(C)C)O)O)OC(=O)C6=CC=CC=C6)(CO4)OC(=O)C)OC)C)OC. Cell line: NCI-H522. Synergy scores: CSS=40.0, Synergy_ZIP=-3.31, Synergy_Bliss=-5.28, Synergy_Loewe=-55.0, Synergy_HSA=-5.05.